This data is from Cav3 T-type calcium channel HTS with 100,875 compounds. The task is: Binary Classification. Given a drug SMILES string, predict its activity (active/inactive) in a high-throughput screening assay against a specified biological target. (1) The molecule is S(=O)(=O)(N)c1ccc(CCNC2CC(=O)N(C2=O)c2ccc(OCCCC)cc2)cc1. The result is 0 (inactive). (2) The molecule is S(=O)(=O)(N1CCC(CC1)C(=O)NCc1sccc1)c1cc2OCCOc2cc1. The result is 0 (inactive). (3) The compound is O(c1cc2CC(n3c(nnc3c3ccc(OC)cc3)c2cc1OC)(C)C)C. The result is 0 (inactive). (4) The drug is O1c2c(C(Nc3c1cccc3)c1ccccc1)cccc2. The result is 0 (inactive). (5) The molecule is s1c(C(CC)(c2sc(cc2)C(OC)=O)C)ccc1C(OC)=O. The result is 0 (inactive). (6) The compound is O(C(=O)N1CCC(N(CCCOC)C(=O)Nc2ccc(cc2)CC)CC1)CC. The result is 0 (inactive).